From a dataset of Full USPTO retrosynthesis dataset with 1.9M reactions from patents (1976-2016). Predict the reactants needed to synthesize the given product. Given the product [Br:18][C:15]1[CH:16]=[CH:17][C:12]([CH2:11][S:8]([CH2:7][CH2:6][N:19]2[CH2:23][CH2:22][CH2:21][CH2:20]2)(=[O:10])=[O:9])=[CH:13][CH:14]=1, predict the reactants needed to synthesize it. The reactants are: CS(O[CH2:6][CH2:7][S:8]([CH2:11][C:12]1[CH:17]=[CH:16][C:15]([Br:18])=[CH:14][CH:13]=1)(=[O:10])=[O:9])(=O)=O.[NH:19]1[CH2:23][CH2:22][CH2:21][CH2:20]1.